From a dataset of Catalyst prediction with 721,799 reactions and 888 catalyst types from USPTO. Predict which catalyst facilitates the given reaction. (1) Reactant: [CH3:1][C:2]1[C:6]([N+:7]([O-:9])=[O:8])=[CH:5][NH:4][N:3]=1.Br[CH2:11][C:12]#[N:13].C([O-])([O-])=O.[K+].[K+].CCOC(C)=O. Product: [CH3:1][C:2]1[C:6]([N+:7]([O-:9])=[O:8])=[CH:5][N:4]([CH2:11][C:12]#[N:13])[N:3]=1. The catalyst class is: 3. (2) Reactant: [C:1]([O:5][C:6](=[O:9])[CH2:7][NH2:8])([CH3:4])([CH3:3])[CH3:2].[CH3:10][C:11]1([CH2:15][CH:16]=O)[CH2:14][O:13][CH2:12]1. Product: [C:1]([O:5][C:6](=[O:9])[CH2:7]/[N:8]=[CH:16]/[CH2:15][C:11]1([CH3:10])[CH2:14][O:13][CH2:12]1)([CH3:4])([CH3:3])[CH3:2]. The catalyst class is: 2. (3) Reactant: [NH2:1][C@H:2]([C:4]1[N:13]([C:14]2[CH:19]=[CH:18][CH:17]=[C:16]([O:20][CH2:21][C:22]([F:25])([F:24])[F:23])[CH:15]=2)[C:12](=[O:26])[C:11]2[C:6](=[CH:7][CH:8]=[CH:9][C:10]=2[F:27])[N:5]=1)[CH3:3].Cl[C:29]1[C:30]2[C:37]([F:38])=[CH:36][NH:35][C:31]=2[N:32]=[CH:33][N:34]=1.C(N(C(C)C)CC)(C)C. Product: [F:27][C:10]1[CH:9]=[CH:8][CH:7]=[C:6]2[C:11]=1[C:12](=[O:26])[N:13]([C:14]1[CH:19]=[CH:18][CH:17]=[C:16]([O:20][CH2:21][C:22]([F:23])([F:25])[F:24])[CH:15]=1)[C:4]([C@@H:2]([NH:1][C:29]1[C:30]3[C:37]([F:38])=[CH:36][NH:35][C:31]=3[N:32]=[CH:33][N:34]=1)[CH3:3])=[N:5]2. The catalyst class is: 218. (4) Reactant: Cl[C:2]1[N:7]2[N:8]=[C:9]([CH3:11])[CH:10]=[C:6]2[N:5]=[C:4]([NH:12][C:13](=[O:24])[C:14]2[CH:19]=[CH:18][C:17]([C:20]([OH:23])([CH3:22])[CH3:21])=[CH:16][CH:15]=2)[CH:3]=1.[NH:25]1[CH2:30][CH2:29][S:28][CH2:27][CH2:26]1. The catalyst class is: 121. Product: [OH:23][C:20]([C:17]1[CH:18]=[CH:19][C:14]([C:13]([NH:12][C:4]2[CH:3]=[C:2]([N:25]3[CH2:30][CH2:29][S:28][CH2:27][CH2:26]3)[N:7]3[N:8]=[C:9]([CH3:11])[CH:10]=[C:6]3[N:5]=2)=[O:24])=[CH:15][CH:16]=1)([CH3:22])[CH3:21]. (5) Reactant: [Cl:1][CH2:2][C:3]1[CH:11]=[CH:10][C:6]([C:7](Cl)=[O:8])=[CH:5][CH:4]=1.[NH:12]1[CH2:16][CH2:15][CH2:14][CH2:13]1.C(N(C(C)C)C(C)C)C. Product: [Cl:1][CH2:2][C:3]1[CH:11]=[CH:10][C:6]([C:7]([N:12]2[CH2:16][CH2:15][CH2:14][CH2:13]2)=[O:8])=[CH:5][CH:4]=1. The catalyst class is: 646. (6) Reactant: [C:1]([N:8]1[CH2:13][CH2:12][C:11]([CH3:21])([C:14]2[CH:19]=[CH:18][CH:17]=[C:16](O)[CH:15]=2)[CH:10]([CH3:22])[CH2:9]1)(=[O:7])[CH2:2][CH2:3][CH2:4][CH2:5][CH3:6].C(N(CC)CC)C.C1C=CC(N([S:44]([C:47]([F:50])([F:49])[F:48])(=[O:46])=[O:45])[S:44]([C:47]([F:50])([F:49])[F:48])(=[O:46])=[O:45])=CC=1.[OH-:51].[Na+]. Product: [C:1]([N:8]1[CH2:13][CH2:12][C:11]([CH3:21])([C:14]2[CH:19]=[CH:18][CH:17]=[CH:16][C:15]=2[O:45][S:44]([C:47]([F:50])([F:49])[F:48])(=[O:51])=[O:46])[CH:10]([CH3:22])[CH2:9]1)(=[O:7])[CH2:2][CH2:3][CH2:4][CH2:5][CH3:6]. The catalyst class is: 4. (7) Reactant: IN1C(=O)CCC1=O.[CH3:9][N:10]1[CH:14]=[CH:13][N:12]=[C:11]1[C:15](=O)[CH2:16][C:17]([O:19][CH3:20])=[O:18].[NH2:22][C:23]([NH2:25])=[S:24]. Product: [NH2:25][C:23]1[S:24][C:16]([C:17]([O:19][CH3:20])=[O:18])=[C:15]([C:11]2[N:10]([CH3:9])[CH:14]=[CH:13][N:12]=2)[N:22]=1. The catalyst class is: 513. (8) The catalyst class is: 112. Product: [CH3:13][O:12][C:9]1[N:10]=[C:11]2[C:6](=[CH:7][CH:8]=1)[N:5]=[CH:4][CH:3]=[C:2]2[O:1][S:24]([C:23]([F:36])([F:35])[F:22])(=[O:26])=[O:25]. Reactant: [OH:1][C:2]1[C:11]2[C:6](=[CH:7][CH:8]=[C:9]([O:12][CH3:13])[N:10]=2)[N:5]=[CH:4][CH:3]=1.N1C(C)=CC=CC=1C.[F:22][C:23]([F:36])([F:35])[S:24](O[S:24]([C:23]([F:36])([F:35])[F:22])(=[O:26])=[O:25])(=[O:26])=[O:25]. (9) Reactant: [CH3:1][N:2]1[CH2:11][CH:10]([C:12]2[CH:16]=[CH:15][S:14][CH:13]=2)[C:9]2[C:4](=[CH:5][C:6]([OH:17])=[CH:7][CH:8]=2)[CH2:3]1.[H-].[Na+].Br[CH2:21][CH2:22][CH2:23][Cl:24]. Product: [Cl:24][CH2:23][CH2:22][CH2:21][O:17][C:6]1[CH:5]=[C:4]2[C:9]([CH:10]([C:12]3[CH:16]=[CH:15][S:14][CH:13]=3)[CH2:11][N:2]([CH3:1])[CH2:3]2)=[CH:8][CH:7]=1. The catalyst class is: 1. (10) Reactant: [H-].C(O[Al](OC(C)(C)C)OC(C)(C)C)(C)(C)C.[Li+].[O:19]1[CH2:24][CH2:23][CH2:22][CH2:21][C:20]1([C:30](OCC)=[O:31])[C:25]([O:27][CH2:28][CH3:29])=[O:26].C1COCC1. Product: [OH:31][CH2:30][C:20]1([C:25]([O:27][CH2:28][CH3:29])=[O:26])[CH2:21][CH2:22][CH2:23][CH2:24][O:19]1. The catalyst class is: 28.